The task is: Predict the product of the given reaction.. This data is from Forward reaction prediction with 1.9M reactions from USPTO patents (1976-2016). (1) Given the reactants [F:1][C:2]1[CH:15]=[CH:14][CH:13]=[C:12]([F:16])[C:3]=1[C:4]([NH:6][C:7]1[CH:11]=[CH:10][NH:9][N:8]=1)=[O:5].C[Si]([N-][Si](C)(C)C)(C)C.[Li+].[C:27]1([O:33][C:34]2[CH:39]=[CH:38][C:37]([CH2:40]Br)=[C:36]([C:42]([F:45])([F:44])[F:43])[CH:35]=2)[CH:32]=[CH:31][CH:30]=[CH:29][CH:28]=1, predict the reaction product. The product is: [F:1][C:2]1[CH:15]=[CH:14][CH:13]=[C:12]([F:16])[C:3]=1[C:4]([NH:6][C:7]1[CH:11]=[CH:10][N:9]([CH2:40][C:37]2[CH:38]=[CH:39][C:34]([O:33][C:27]3[CH:32]=[CH:31][CH:30]=[CH:29][CH:28]=3)=[CH:35][C:36]=2[C:42]([F:43])([F:44])[F:45])[N:8]=1)=[O:5]. (2) The product is: [Cl:27][C:28]1[CH:29]=[CH:30][C:31]([C:34]2[CH:39]=[CH:38][C:37]([O:40][CH3:41])=[CH:36][C:35]=2[CH2:42][O:1][C:2]2[CH:7]=[CH:6][C:5]([C:8]3[N:9]([CH:21]4[CH2:26][CH2:25][CH2:24][CH2:23][CH2:22]4)[CH:10]=[C:11](/[CH:13]=[C:14](\[CH3:20])/[C:15]([O:17][CH2:18][CH3:19])=[O:16])[N:12]=3)=[CH:4][CH:3]=2)=[CH:32][CH:33]=1. Given the reactants [OH:1][C:2]1[CH:7]=[CH:6][C:5]([C:8]2[N:9]([CH:21]3[CH2:26][CH2:25][CH2:24][CH2:23][CH2:22]3)[CH:10]=[C:11](/[CH:13]=[C:14](\[CH3:20])/[C:15]([O:17][CH2:18][CH3:19])=[O:16])[N:12]=2)=[CH:4][CH:3]=1.[Cl:27][C:28]1[CH:33]=[CH:32][C:31]([C:34]2[CH:39]=[CH:38][C:37]([O:40][CH3:41])=[CH:36][C:35]=2[CH2:42]Br)=[CH:30][CH:29]=1, predict the reaction product. (3) Given the reactants [C:1]1([C:36]2[CH:41]=[CH:40][CH:39]=[CH:38][CH:37]=2)[CH:6]=[CH:5][C:4]([C:7]2[C:34]([Cl:35])=[CH:33][C:10]3[N:11](COCC[Si](C)(C)C)[C:12]([O:14][CH:15]4[CH2:19][CH2:18][CH:17]([C:20]([O:22]CC)=[O:21])[CH2:16]4)=[N:13][C:9]=3[CH:8]=2)=[CH:3][CH:2]=1.CCCC[N+](CCCC)(CCCC)CCCC.[F-], predict the reaction product. The product is: [C:1]1([C:36]2[CH:41]=[CH:40][CH:39]=[CH:38][CH:37]=2)[CH:2]=[CH:3][C:4]([C:7]2[C:34]([Cl:35])=[CH:33][C:10]3[NH:11][C:12]([O:14][CH:15]4[CH2:19][CH2:18][CH:17]([C:20]([OH:22])=[O:21])[CH2:16]4)=[N:13][C:9]=3[CH:8]=2)=[CH:5][CH:6]=1. (4) Given the reactants [CH2:1]1[CH2:8][O:7][S:4](=[O:6])(=[O:5])[CH2:3][CH2:2]1.[CH3:9][N:10]([CH2:12][CH2:13][CH2:14][CH2:15][CH2:16][CH2:17][CH2:18][CH2:19][CH2:20][CH2:21][CH2:22][CH2:23][CH2:24][CH3:25])[CH3:11], predict the reaction product. The product is: [CH3:11][N+:10]([CH2:12][CH2:13][CH2:14][CH2:15][CH2:16][CH2:17][CH2:18][CH2:19][CH2:20][CH2:21][CH2:22][CH2:23][CH2:24][CH3:25])([CH2:8][CH2:1][CH2:2][CH2:3][S:4]([O-:7])(=[O:6])=[O:5])[CH3:9]. (5) Given the reactants C([O:3][C:4]([C:6]1[CH:11]=[CH:10][C:9]([C:12]([F:15])([F:14])[F:13])=[C:8]([N:16]2[CH2:21][CH2:20][O:19][CH2:18][CH2:17]2)[N:7]=1)=[O:5])C.O1CCOCC1.[OH-].[K+], predict the reaction product. The product is: [N:16]1([C:8]2[N:7]=[C:6]([C:4]([OH:5])=[O:3])[CH:11]=[CH:10][C:9]=2[C:12]([F:15])([F:13])[F:14])[CH2:21][CH2:20][O:19][CH2:18][CH2:17]1. (6) Given the reactants [NH:1]1[CH2:6][CH2:5][O:4][CH2:3][CH2:2]1.Cl[CH2:8][CH2:9][CH2:10][S:11][C:12]1[CH:17]=[C:16]([N+:18]([O-:20])=[O:19])[CH:15]=[C:14]([O:21][CH3:22])[CH:13]=1.[I-].[Na+], predict the reaction product. The product is: [CH3:22][O:21][C:14]1[CH:13]=[C:12]([S:11][CH2:10][CH2:9][CH2:8][N:1]2[CH2:6][CH2:5][O:4][CH2:3][CH2:2]2)[CH:17]=[C:16]([N+:18]([O-:20])=[O:19])[CH:15]=1. (7) The product is: [F:27][C:24]1[CH:23]=[CH:22][C:21]([NH:20][C:18](=[O:19])[NH:17][C:11]2[CH:10]=[C:9]3[C:14]([C:15]([OH:16])=[C:6]([C:4]([NH:28][CH2:29][CH2:30][C:31]([OH:33])=[O:32])=[O:5])[N:7]=[CH:8]3)=[CH:13][CH:12]=2)=[CH:26][CH:25]=1. Given the reactants C(O[C:4]([C:6]1[N:7]=[CH:8][C:9]2[C:14]([C:15]=1[OH:16])=[CH:13][CH:12]=[C:11]([NH:17][C:18]([NH:20][C:21]1[CH:26]=[CH:25][C:24]([F:27])=[CH:23][CH:22]=1)=[O:19])[CH:10]=2)=[O:5])C.[NH2:28][CH2:29][CH2:30][C:31]([OH:33])=[O:32], predict the reaction product.